Task: Predict which catalyst facilitates the given reaction.. Dataset: Catalyst prediction with 721,799 reactions and 888 catalyst types from USPTO (1) Reactant: [F:1][C:2]([F:11])([F:10])[C:3]1[CH:9]=[CH:8][C:6]([NH2:7])=[CH:5][CH:4]=1.C(O)(=O)C.[C:16](OCC)(=[O:21])[CH2:17][C:18]([CH3:20])=O. Product: [CH3:20][C:18]1[CH2:17][C:16](=[O:21])[C:8]2[C:6](=[CH:5][CH:4]=[C:3]([C:2]([F:10])([F:11])[F:1])[CH:9]=2)[N:7]=1. The catalyst class is: 11. (2) Product: [Br:1][C:2]1[CH:7]=[C:6]([CH2:8][C:9]2[C:17]3[C:12](=[CH:13][CH:14]=[CH:15][CH:16]=3)[C:11](=[O:10])[NH:21][N:20]=2)[CH:5]=[CH:4][N:3]=1. Reactant: [Br:1][C:2]1[CH:7]=[C:6]([CH:8]=[C:9]2[C:17]3[C:12](=[CH:13][CH:14]=[CH:15][CH:16]=3)[C:11](=O)[O:10]2)[CH:5]=[CH:4][N:3]=1.O.[NH2:20][NH2:21]. The catalyst class is: 6. (3) Reactant: C1(C[O:8][C:9]2[CH:17]=[CH:16][CH:15]=[C:14]3[C:10]=2[CH:11]=[CH:12][N:13]3[C:18]2[CH:23]=[CH:22][C:21]([O:24]CC3C=CC=CC=3)=[CH:20][CH:19]=2)C=CC=CC=1. Product: [OH:24][C:21]1[CH:22]=[CH:23][C:18]([N:13]2[C:14]3[CH:15]=[CH:16][CH:17]=[C:9]([OH:8])[C:10]=3[CH:11]=[CH:12]2)=[CH:19][CH:20]=1. The catalyst class is: 78. (4) Reactant: [OH:1][CH2:2][C:3]1[CH:11]=[CH:10][C:9]2[CH2:12][NH:13][C@@H:14]([CH:17]3[CH:22]4[CH2:23][CH2:24][N:19]([CH2:20][CH2:21]4)[CH2:18]3)[C:15](=[O:16])[N:7]3[C:8]=2[C:4]=1[CH:5]=[CH:6]3.[C:25](OC(=O)C)(=[O:27])[CH3:26]. Product: [C:25]([O:1][CH2:2][C:3]1[CH:11]=[CH:10][C:9]2[CH2:12][NH:13][C@@H:14]([CH:17]3[CH:22]4[CH2:21][CH2:20][N:19]([CH2:24][CH2:23]4)[CH2:18]3)[C:15](=[O:16])[N:7]3[C:8]=2[C:4]=1[CH:5]=[CH:6]3)(=[O:27])[CH3:26]. The catalyst class is: 341. (5) Reactant: F[C:2]1[CH:10]=[CH:9][C:8]([N+:11]([O-:13])=[O:12])=[C:7]2[C:3]=1[CH2:4][N:5]([CH3:15])[C:6]2=[O:14].C(=O)([O-])[O-].[K+].[K+].C(N(CC)CC)C.[CH:29]([N:32]1[CH2:37][CH2:36][NH:35][CH2:34][CH2:33]1)([CH3:31])[CH3:30]. Product: [CH:29]([N:32]1[CH2:37][CH2:36][N:35]([C:2]2[CH:10]=[CH:9][C:8]([N+:11]([O-:13])=[O:12])=[C:7]3[C:3]=2[CH2:4][N:5]([CH3:15])[C:6]3=[O:14])[CH2:34][CH2:33]1)([CH3:31])[CH3:30]. The catalyst class is: 58. (6) Reactant: [OH:1][C:2]1[CH:7]=[CH:6][C:5]([CH2:8][CH2:9][C:10]([O:12][CH2:13][CH3:14])=[O:11])=[C:4]([O:15][C:16]2[CH:21]=[CH:20][C:19]([C:22]([F:25])([F:24])[F:23])=[CH:18][N:17]=2)[CH:3]=1.I[CH2:27][CH2:28][CH2:29][CH3:30].C(=O)([O-])[O-].[K+].[K+].O. Product: [CH2:27]([O:1][C:2]1[CH:7]=[CH:6][C:5]([CH2:8][CH2:9][C:10]([O:12][CH2:13][CH3:14])=[O:11])=[C:4]([O:15][C:16]2[CH:21]=[CH:20][C:19]([C:22]([F:25])([F:23])[F:24])=[CH:18][N:17]=2)[CH:3]=1)[CH2:28][CH2:29][CH3:30]. The catalyst class is: 9.